Dataset: Reaction yield outcomes from USPTO patents with 853,638 reactions. Task: Predict the reaction yield, written as a fraction of the theoretical maximum amount of product (1.0 means a 100% yield; for example, 0.34 means a 34% yield). (1) The reactants are [Cl-].O[NH3+:3].[C:4](=[O:7])([O-])[OH:5].[Na+].CS(C)=O.[OH:13][CH:14]([CH3:51])[CH2:15][O:16][C@H:17]1[CH2:22][CH2:21][C@H:20]([N:23]2[C:28](=[O:29])[C:27]([CH2:30][C:31]3[CH:36]=[CH:35][C:34]([C:37]4[C:38]([C:43]#[N:44])=[CH:39][CH:40]=[CH:41][CH:42]=4)=[CH:33][CH:32]=3)=[C:26]([CH2:45][CH2:46][CH3:47])[N:25]3[N:48]=[CH:49][CH:50]=[C:24]23)[CH2:19][CH2:18]1. The catalyst is C(OCC)(=O)C. The product is [OH:13][CH:14]([CH3:51])[CH2:15][O:16][C@H:17]1[CH2:22][CH2:21][C@H:20]([N:23]2[C:28](=[O:29])[C:27]([CH2:30][C:31]3[CH:36]=[CH:35][C:34]([C:37]4[CH:42]=[CH:41][CH:40]=[CH:39][C:38]=4[C:43]4[NH:3][C:4](=[O:7])[O:5][N:44]=4)=[CH:33][CH:32]=3)=[C:26]([CH2:45][CH2:46][CH3:47])[N:25]3[N:48]=[CH:49][CH:50]=[C:24]23)[CH2:19][CH2:18]1. The yield is 0.760. (2) The reactants are C([Li])CCC.CC1(C)CCCC(C)(C)N1.[Br:16][C:17]1[CH:25]=[CH:24][C:20]([C:21]([OH:23])=[O:22])=[CH:19][N:18]=1.[I:26]I. The catalyst is O1CCCC1. The product is [Br:16][C:17]1[CH:25]=[C:24]([I:26])[C:20]([C:21]([OH:23])=[O:22])=[CH:19][N:18]=1. The yield is 0.650. (3) The yield is 0.620. The product is [ClH:1].[Cl:1][C:2]1[CH:9]=[CH:8][C:7]([C:10]([F:13])([F:12])[F:11])=[CH:6][C:3]=1[CH2:4][NH:15][CH3:14]. The catalyst is CO.C(OC)(OC)OC. The reactants are [Cl:1][C:2]1[CH:9]=[CH:8][C:7]([C:10]([F:13])([F:12])[F:11])=[CH:6][C:3]=1[CH:4]=O.[CH3:14][NH2:15].C1COCC1. (4) The reactants are BrC1C=C[C:5](NCC(OC)=O)=[N:6]C=1.[CH3:14][O:15][C:16]1[CH:17]=[C:18]2[C:22](=[CH:23][CH:24]=1)[N:21]([CH3:25])[CH:20]=[C:19]2[CH:26]=O.CN1C2C(=CC=CC=2)C(C)=C1C=O. No catalyst specified. The product is [CH3:14][O:15][C:16]1[CH:17]=[C:18]2[C:22](=[CH:23][CH:24]=1)[N:21]([CH3:25])[CH:20]=[C:19]2[CH2:26][NH:6][CH3:5]. The yield is 0.980. (5) The reactants are [Cl:1][CH2:2][CH2:3][CH2:4][S:5][C:6]1[CH:32]=[CH:31][C:9]([O:10][CH:11]2[CH2:15][CH2:14][N:13]([CH:16]3[CH2:21][CH2:20][N:19]([C:22]4[S:26][N:25]=[C:24]([CH:27]([CH3:29])[CH3:28])[N:23]=4)[CH2:18][CH2:17]3)[C:12]2=[O:30])=[C:8]([F:33])[CH:7]=1.ClC1C=C(C=CC=1)C(OO)=[O:39].[OH2:45]. The catalyst is C(Cl)Cl. The product is [Cl:1][CH2:2][CH2:3][CH2:4][S:5]([C:6]1[CH:32]=[CH:31][C:9]([O:10][CH:11]2[CH2:15][CH2:14][N:13]([CH:16]3[CH2:17][CH2:18][N:19]([C:22]4[S:26][N:25]=[C:24]([CH:27]([CH3:29])[CH3:28])[N:23]=4)[CH2:20][CH2:21]3)[C:12]2=[O:30])=[C:8]([F:33])[CH:7]=1)(=[O:39])=[O:45]. The yield is 0.0780. (6) The reactants are [C:1]1([O:8][CH3:9])[C:2](=[CH:4][CH:5]=[CH:6][CH:7]=1)[OH:3].[CH2:10](Br)[CH:11]=[CH2:12].C(=O)([O-])[O-].[K+].[K+].C(OCC=C)C=C.[CH2:27]([C:30]1[C:35](C(F)(F)F)=[CH:34][CH:33]=[C:32](Cl)[C:31]=1O)C=C.C(C1C=CC=C(OC)C=1O)C=C.C1(O)C=CC=CC=1.C(Br)C1C=CC=CC=1.C(C1C=CC(OC)=CC=1OCC1C=CC=CC=1)C=C. The catalyst is C1(C)C=C(C)C=C(C)C=1.[I-].C([N+](CCCC)(CCCC)CCCC)CCC. The product is [CH2:10]([C:4]1[CH:5]=[CH:6][CH:7]=[C:1]([O:8][CH3:9])[C:2]=1[O:3][CH2:27][C:30]1[CH:35]=[CH:34][CH:33]=[CH:32][CH:31]=1)[CH:11]=[CH2:12]. The yield is 0.450.